This data is from Forward reaction prediction with 1.9M reactions from USPTO patents (1976-2016). The task is: Predict the product of the given reaction. Given the reactants [Li]CCCC.Br[C:7]1[N:11]([CH3:12])[C:10]([CH3:13])=[N:9][CH:8]=1.[Cl:14][C:15]1[C:24]2[C:19](=[CH:20][CH:21]=[C:22]([C:25]([C:27]3[C:28]([CH3:34])=[N:29][C:30]([CH3:33])=[CH:31][CH:32]=3)=[O:26])[CH:23]=2)[N:18]=[C:17]([O:35][CH3:36])[C:16]=1[CH2:37][C:38]1[CH:39]=[N:40][C:41]([C:44]([F:47])([F:46])[F:45])=[CH:42][CH:43]=1, predict the reaction product. The product is: [Cl:14][C:15]1[C:24]2[C:19](=[CH:20][CH:21]=[C:22]([C:25]([C:7]3[N:11]([CH3:12])[C:10]([CH3:13])=[N:9][CH:8]=3)([C:27]3[C:28]([CH3:34])=[N:29][C:30]([CH3:33])=[CH:31][CH:32]=3)[OH:26])[CH:23]=2)[N:18]=[C:17]([O:35][CH3:36])[C:16]=1[CH2:37][C:38]1[CH:39]=[N:40][C:41]([C:44]([F:46])([F:45])[F:47])=[CH:42][CH:43]=1.